Task: Predict the reactants needed to synthesize the given product.. Dataset: Full USPTO retrosynthesis dataset with 1.9M reactions from patents (1976-2016) (1) Given the product [Br:10][C:11]1[C:12]([N:3]2[CH2:4][CH2:6][C:20]([O:22][CH3:23])([CH3:19])[CH2:9][CH2:7]2)=[C:13]([C:19](=[O:26])[C:20]([O:22][CH:23]([CH3:25])[CH3:24])=[O:21])[C:14]([CH3:18])=[N:15][C:16]=1[CH3:17], predict the reactants needed to synthesize it. The reactants are: CC[N:3]([CH:7]([CH3:9])C)[CH:4]([CH3:6])C.[Br:10][C:11]1[C:12](Cl)=[C:13]([C:19](=[O:26])[C:20]([O:22][CH:23]([CH3:25])[CH3:24])=[O:21])[C:14]([CH3:18])=[N:15][C:16]=1[CH3:17]. (2) Given the product [Cl:1][C:2]1[CH:8]=[C:7]([S:9]([CH3:12])(=[O:11])=[O:10])[CH:6]=[CH:5][C:3]=1[I:17], predict the reactants needed to synthesize it. The reactants are: [Cl:1][C:2]1[CH:8]=[C:7]([S:9]([CH3:12])(=[O:11])=[O:10])[CH:6]=[CH:5][C:3]=1N.N([O-])=O.[Na+].[I-:17].[K+].Cl. (3) Given the product [Cl:20][C:21]1[CH:27]=[CH:26][C:24]([NH:25][C:3]2[C:12]3[C:7](=[CH:8][CH:9]=[CH:10][CH:11]=3)[C:6]([CH2:13][C:14]3[CH:19]=[CH:18][N:17]=[CH:16][N:15]=3)=[N:5][N:4]=2)=[CH:23][CH:22]=1, predict the reactants needed to synthesize it. The reactants are: Cl.Cl[C:3]1[C:12]2[C:7](=[CH:8][CH:9]=[CH:10][CH:11]=2)[C:6]([CH2:13][C:14]2[CH:19]=[CH:18][N:17]=[CH:16][N:15]=2)=[N:5][N:4]=1.[Cl:20][C:21]1[CH:27]=[CH:26][C:24]([NH2:25])=[CH:23][CH:22]=1. (4) The reactants are: [C:1]1([CH2:7][CH2:8][CH2:9][N:10]2[CH2:15][CH2:14][NH:13][CH2:12][CH2:11]2)[CH:6]=[CH:5][CH:4]=[CH:3][CH:2]=1.Br[CH2:17][CH2:18][CH2:19][CH2:20][CH2:21][CH2:22][CH3:23]. Given the product [CH2:17]([N:13]1[CH2:12][CH2:11][N:10]([CH2:9][CH2:8][CH2:7][C:1]2[CH:6]=[CH:5][CH:4]=[CH:3][CH:2]=2)[CH2:15][CH2:14]1)[CH2:18][CH2:19][CH2:20][CH2:21][CH2:22][CH3:23], predict the reactants needed to synthesize it. (5) Given the product [CH3:18][N:19]([O:20][CH3:21])[C:8](=[O:9])[CH2:7][C:4]1[CH:5]=[CH:6][C:1]([C:11]2[CH:16]=[CH:15][CH:14]=[CH:13][CH:12]=2)=[CH:2][CH:3]=1, predict the reactants needed to synthesize it. The reactants are: [C:1]1([C:11]2[CH:16]=[CH:15][CH:14]=[CH:13][CH:12]=2)[CH:6]=[CH:5][C:4]([CH2:7][C:8](O)=[O:9])=[CH:3][CH:2]=1.Cl.[CH3:18][NH:19][O:20][CH3:21].C(N(CC)CC)C.Cl.C(N=C=NCCCN(C)C)C. (6) The reactants are: [CH3:1][O:2][C:3]1[CH:11]=[CH:10][C:6]([C:7](Cl)=[O:8])=[CH:5][CH:4]=1.C(N(CC)CC)C.ClCCl.[N:22]1([C:28]2[CH:34]=[CH:33][C:32]([C:35]([F:38])([F:37])[F:36])=[CH:31][C:29]=2[NH2:30])[CH2:27][CH2:26][CH2:25][CH2:24][CH2:23]1. Given the product [N:22]1([C:28]2[CH:34]=[CH:33][C:32]([C:35]([F:37])([F:38])[F:36])=[CH:31][C:29]=2[NH:30][C:7](=[O:8])[C:6]2[CH:10]=[CH:11][C:3]([O:2][CH3:1])=[CH:4][CH:5]=2)[CH2:23][CH2:24][CH2:25][CH2:26][CH2:27]1, predict the reactants needed to synthesize it.